From a dataset of Full USPTO retrosynthesis dataset with 1.9M reactions from patents (1976-2016). Predict the reactants needed to synthesize the given product. Given the product [CH2:1]([O:4][C:5]1[CH:10]=[C:9]([F:11])[C:8]([F:12])=[C:7]([NH:13][C:14]2[CH:19]=[CH:18][C:17]([Br:20])=[CH:16][C:15]=2[F:21])[C:6]=1[NH2:22])[CH:2]=[CH2:3], predict the reactants needed to synthesize it. The reactants are: [CH2:1]([O:4][C:5]1[C:6]([N+:22]([O-])=O)=[C:7]([NH:13][C:14]2[CH:19]=[CH:18][C:17]([Br:20])=[CH:16][C:15]=2[F:21])[C:8]([F:12])=[C:9]([F:11])[CH:10]=1)[CH:2]=[CH2:3].[O-]S(S([O-])=O)=O.[Na+].[Na+].